Dataset: Cav3 T-type calcium channel HTS with 100,875 compounds. Task: Binary Classification. Given a drug SMILES string, predict its activity (active/inactive) in a high-throughput screening assay against a specified biological target. The compound is S(=O)(=O)(NCCc1ccc(S(=O)(=O)N)cc1)c1ccc(cc1)C. The result is 0 (inactive).